From a dataset of Forward reaction prediction with 1.9M reactions from USPTO patents (1976-2016). Predict the product of the given reaction. (1) Given the reactants [NH:1]1[CH:5]=[CH:4][N:3]=[C:2]1[CH2:6][NH:7][CH2:8][C:9]1[CH:10]=[CH:11][C:12]2[N:16]=[C:15]([CH2:17][CH2:18][CH2:19][CH2:20][N:21]([CH2:25][CH2:26][CH3:27])[CH2:22][CH2:23][CH3:24])[N:14]([CH2:28][CH2:29][CH3:30])[C:13]=2[CH:31]=1.C(O)(=O)C.[CH3:36][N:37]1[CH:41]=[CH:40][N:39]=[C:38]1[CH:42]=O.C([BH3-])#N.[Na+], predict the reaction product. The product is: [NH:3]1[CH:4]=[CH:5][N:1]=[C:2]1[CH2:6][N:7]([CH2:8][C:9]1[CH:10]=[CH:11][C:12]2[N:16]=[C:15]([CH2:17][CH2:18][CH2:19][CH2:20][N:21]([CH2:22][CH2:23][CH3:24])[CH2:25][CH2:26][CH3:27])[N:14]([CH2:28][CH2:29][CH3:30])[C:13]=2[CH:31]=1)[CH2:42][C:38]1[N:37]([CH3:36])[CH:41]=[CH:40][N:39]=1. (2) Given the reactants [CH:1]1([C:7]2[C:8]3[CH:30]=[CH:29][C:28]([C:31]([O:33]C)=[O:32])=[CH:27][C:9]=3[N:10]3[C:16]=2[C:15]2[CH:17]=[CH:18][CH:19]=[C:20]([C:21]4[CH:22]=[N:23][CH:24]=[CH:25][CH:26]=4)[C:14]=2[O:13][CH2:12][CH2:11]3)[CH2:6][CH2:5][CH2:4][CH2:3][CH2:2]1.[OH-].[Na+].[ClH:37], predict the reaction product. The product is: [ClH:37].[CH:1]1([C:7]2[C:8]3[CH:30]=[CH:29][C:28]([C:31]([OH:33])=[O:32])=[CH:27][C:9]=3[N:10]3[C:16]=2[C:15]2[CH:17]=[CH:18][CH:19]=[C:20]([C:21]4[CH:22]=[N:23][CH:24]=[CH:25][CH:26]=4)[C:14]=2[O:13][CH2:12][CH2:11]3)[CH2:2][CH2:3][CH2:4][CH2:5][CH2:6]1. (3) Given the reactants [Cl:1][C:2]1[CH:3]=[N:4][CH:5]=[C:6]([Cl:20])[C:7]=1[S:8][C:9]1[S:13][C:12]([C:14](Cl)=[O:15])=[CH:11][C:10]=1[N+:17]([O-:19])=[O:18].[F:21][C:22]1[CH:23]=[C:24]([CH:26]=[CH:27][CH:28]=1)[NH2:25], predict the reaction product. The product is: [Cl:1][C:2]1[CH:3]=[N:4][CH:5]=[C:6]([Cl:20])[C:7]=1[S:8][C:9]1[S:13][C:12]([C:14]([NH:25][C:24]2[CH:26]=[CH:27][CH:28]=[C:22]([F:21])[CH:23]=2)=[O:15])=[CH:11][C:10]=1[N+:17]([O-:19])=[O:18]. (4) Given the reactants Br[CH2:2][C:3]1[CH:18]=[CH:17][C:6]2[N:7]=[C:8]([C:10]3[C:14]([CH3:15])=[N:13][NH:12][C:11]=3[NH2:16])[S:9][C:5]=2[CH:4]=1.[NH:19]1[CH2:24][CH2:23][O:22][CH2:21][CH2:20]1, predict the reaction product. The product is: [CH3:15][C:14]1[C:10]([C:8]2[S:9][C:5]3[CH:4]=[C:3]([CH2:2][N:19]4[CH2:24][CH2:23][O:22][CH2:21][CH2:20]4)[CH:18]=[CH:17][C:6]=3[N:7]=2)=[C:11]([NH2:16])[NH:12][N:13]=1.